Regression. Given a peptide amino acid sequence and an MHC pseudo amino acid sequence, predict their binding affinity value. This is MHC class II binding data. From a dataset of Peptide-MHC class II binding affinity with 134,281 pairs from IEDB. The peptide sequence is RVIRGKKGAGGITIK. The MHC is DRB1_0405 with pseudo-sequence DRB1_0405. The binding affinity (normalized) is 0.101.